The task is: Predict the product of the given reaction.. This data is from Forward reaction prediction with 1.9M reactions from USPTO patents (1976-2016). (1) Given the reactants Cl.[NH2:2][OH:3].C(=O)([O-])[O-].[Na+].[Na+].[C:10]([C:12]1[CH:13]=[N:14][CH:15]=[CH:16][CH:17]=1)#[N:11].O, predict the reaction product. The product is: [OH:3][N:2]=[C:10]([C:12]1[CH:13]=[N:14][CH:15]=[CH:16][CH:17]=1)[NH2:11]. (2) Given the reactants C[Si](C)(C)[N-][Si](C)(C)C.[Li+].O1CCC[CH2:12]1.CI.[Br:18][C:19]1[C:27]2[C:22](=[CH:23][C:24]([N+:28]([O-:30])=[O:29])=[CH:25][CH:26]=2)[NH:21][CH:20]=1, predict the reaction product. The product is: [Br:18][C:19]1[C:27]2[C:22](=[CH:23][C:24]([N+:28]([O-:30])=[O:29])=[CH:25][CH:26]=2)[N:21]([CH3:12])[CH:20]=1. (3) Given the reactants Cl[CH2:2][CH2:3][C:4]([C:9]1[CH:14]=[CH:13][CH:12]=[CH:11][CH:10]=1)([OH:8])[CH2:5][CH:6]=[CH2:7].[CH2:15]([NH2:23])[CH2:16][C:17]1[CH:22]=[CH:21][CH:20]=[CH:19][CH:18]=1.C([O-])([O-])=O.[K+].[K+], predict the reaction product. The product is: [CH2:15]([NH:23][CH2:2][CH2:3][C:4]([C:9]1[CH:14]=[CH:13][CH:12]=[CH:11][CH:10]=1)([OH:8])[CH2:5][CH:6]=[CH2:7])[CH2:16][C:17]1[CH:22]=[CH:21][CH:20]=[CH:19][CH:18]=1. (4) Given the reactants [N:1]([C:4]1[N:9]=[CH:8][N:7]=[C:6]([O:10][C:11]2[CH:16]=[CH:15][C:14]([NH:17][C:18](=[O:33])[NH:19][C:20]3[CH:21]=[C:22]([CH:26]=[C:27]([C:29]([F:32])([F:31])[F:30])[CH:28]=3)[C:23]([NH2:25])=[O:24])=[CH:13][CH:12]=2)[CH:5]=1)=[N+]=[N-].C(Cl)Cl.CO, predict the reaction product. The product is: [NH2:1][C:4]1[N:9]=[CH:8][N:7]=[C:6]([O:10][C:11]2[CH:16]=[CH:15][C:14]([NH:17][C:18](=[O:33])[NH:19][C:20]3[CH:21]=[C:22]([CH:26]=[C:27]([C:29]([F:31])([F:32])[F:30])[CH:28]=3)[C:23]([NH2:25])=[O:24])=[CH:13][CH:12]=2)[CH:5]=1. (5) Given the reactants [CH2:1]([O:8][N:9]1[C:18]2[C:13](=[CH:14][C:15](Br)=[CH:16][N:17]=2)[C:12]([NH:20][CH2:21][C:22]2[CH:27]=[CH:26][C:25]([O:28][CH3:29])=[CH:24][C:23]=2[O:30][CH3:31])=[C:11]([C:32]([NH:34][CH2:35][C:36]2[CH:41]=[CH:40][C:39]([F:42])=[CH:38][C:37]=2[F:43])=[O:33])[C:10]1=[O:44])[C:2]1[CH:7]=[CH:6][CH:5]=[CH:4][CH:3]=1.C(=O)([O-])[O-].[Cs+].[Cs+].[C:51]1(B(O)O)[CH:56]=[CH:55][CH:54]=[CH:53][CH:52]=1, predict the reaction product. The product is: [CH2:1]([O:8][N:9]1[C:18]2[C:13](=[CH:14][C:15]([C:51]3[CH:56]=[CH:55][CH:54]=[CH:53][CH:52]=3)=[CH:16][N:17]=2)[C:12]([NH:20][CH2:21][C:22]2[CH:27]=[CH:26][C:25]([O:28][CH3:29])=[CH:24][C:23]=2[O:30][CH3:31])=[C:11]([C:32]([NH:34][CH2:35][C:36]2[CH:41]=[CH:40][C:39]([F:42])=[CH:38][C:37]=2[F:43])=[O:33])[C:10]1=[O:44])[C:2]1[CH:7]=[CH:6][CH:5]=[CH:4][CH:3]=1. (6) Given the reactants [CH2:1]([O:10][CH2:11][CH:12]([CH2:19][CH3:20])[CH2:13][CH:14]([CH2:17][CH3:18])[CH2:15][OH:16])[CH2:2][CH2:3][CH2:4][CH2:5][CH2:6][CH2:7][CH2:8][CH3:9].CN(C)[C:23]1[CH:28]=[CH:27][CH:26]=[CH:25][CH:24]=1.O1CCCC1.[C:35](Cl)(=[O:45])[CH2:36][CH2:37][CH2:38][CH2:39][CH2:40]CCCC, predict the reaction product. The product is: [CH2:1]([O:10][CH2:11][CH:12]([CH2:19][CH3:20])[CH2:13][CH:14]([CH2:17][CH3:18])[CH2:15][O:16][C:35](=[O:45])[CH2:36][CH2:37][CH2:38][CH2:39][CH2:40][CH2:24][CH2:25][CH2:26][CH2:27][CH2:28][CH3:23])[CH2:2][CH2:3][CH2:4][CH2:5][CH2:6][CH2:7][CH2:8][CH3:9]. (7) Given the reactants [Cl:1][C:2]1[CH:3]=[C:4]([NH:10][C@H:11]([CH2:20][N:21]([CH2:34][CH3:35])S(C2C=CC=CC=2[N+]([O-])=O)(=O)=O)[CH2:12][C:13]([O:15][C:16]([CH3:19])([CH3:18])[CH3:17])=[O:14])[CH:5]=[CH:6][C:7]=1[C:8]#[N:9].C1(S)C=CC=CC=1.C([O-])([O-])=O.[K+].[K+], predict the reaction product. The product is: [Cl:1][C:2]1[CH:3]=[C:4]([NH:10][C@H:11]([CH2:20][NH:21][CH2:34][CH3:35])[CH2:12][C:13]([O:15][C:16]([CH3:19])([CH3:17])[CH3:18])=[O:14])[CH:5]=[CH:6][C:7]=1[C:8]#[N:9].